Regression/Classification. Given a drug SMILES string, predict its absorption, distribution, metabolism, or excretion properties. Task type varies by dataset: regression for continuous measurements (e.g., permeability, clearance, half-life) or binary classification for categorical outcomes (e.g., BBB penetration, CYP inhibition). Dataset: b3db_classification. From a dataset of Blood-brain barrier permeability classification from the B3DB database. (1) The drug is Fc1ccc(C(c2ccccc2)(c2ccccc2F)n2ccnc2)cc1. The result is 0 (does not penetrate BBB). (2) The compound is CC[C@](O)(COC(N)=O)c1ccccc1. The result is 1 (penetrates BBB). (3) The compound is CCC(=O)OCC(=O)C1(OC(=O)CC)C(C)CC2C3CCC4=CC(=O)C=CC4(C)C3(Cl)C(O)CC21C. The result is 1 (penetrates BBB). (4) The molecule is Oc1c(Cl)cc(Cl)cc1Cc1c(O)c(Cl)cc(Cl)c1Cl. The result is 0 (does not penetrate BBB). (5) The molecule is CN(C(=O)C(c1ccccc1)c1ccccc1)C(CN1CCC(O)C1)c1ccccc1. The result is 1 (penetrates BBB). (6) The drug is CC(=O)OC(C)C[N+](C)(C)C. The result is 0 (does not penetrate BBB). (7) The molecule is CCOC(=O)N1CCC(=O)N(c2ccccc2)c2cc(Cl)ccc21. The result is 1 (penetrates BBB). (8) The molecule is CC1(C)SC2C(NC(=O)COc3ccccc3)C(=O)N2C1C(=O)O. The result is 0 (does not penetrate BBB).